Predict the reactants needed to synthesize the given product. From a dataset of Full USPTO retrosynthesis dataset with 1.9M reactions from patents (1976-2016). (1) The reactants are: Cl[CH2:2][CH2:3][CH2:4][O:5][C:6]1[CH:14]=[CH:13][C:12]2[N:11]3[CH2:15][CH2:16][NH:17][C:18](=[O:19])[C:10]3=[CH:9][C:8]=2[CH:7]=1.[OH:20][C@@H:21]1[CH2:25][CH2:24][NH:23][CH2:22]1. Given the product [OH:20][C@@H:21]1[CH2:25][CH2:24][N:23]([CH2:2][CH2:3][CH2:4][O:5][C:6]2[CH:14]=[CH:13][C:12]3[N:11]4[CH2:15][CH2:16][NH:17][C:18](=[O:19])[C:10]4=[CH:9][C:8]=3[CH:7]=2)[CH2:22]1, predict the reactants needed to synthesize it. (2) The reactants are: CS(C)=O.CS(O[CH2:10][CH2:11][C:12]1[CH:17]=[C:16]([CH2:18][O:19][Si:20]([C:23]([CH3:26])([CH3:25])[CH3:24])([CH3:22])[CH3:21])[C:15]([Cl:27])=[C:14]([Cl:28])[CH:13]=1)(=O)=O.[C-:29]#[N:30].[K+]. Given the product [Cl:28][C:14]1[CH:13]=[C:12]([CH2:11][CH2:10][C:29]#[N:30])[CH:17]=[C:16]([CH2:18][O:19][Si:20]([C:23]([CH3:26])([CH3:25])[CH3:24])([CH3:22])[CH3:21])[C:15]=1[Cl:27], predict the reactants needed to synthesize it. (3) Given the product [OH:30][C:23]1[C:22]([CH2:21][NH:20][C:16]([C:9]2[C:10]3[C:15](=[CH:14][CH:13]=[CH:12][CH:11]=3)[N:7]([C:2]3[CH:3]=[CH:4][CH:5]=[CH:6][C:1]=3[CH3:19])[CH:8]=2)=[O:17])=[C:27]([CH3:28])[CH:26]=[C:25]([CH3:29])[N:24]=1.[C:1]1([CH3:19])[CH:6]=[CH:5][CH:4]=[CH:3][C:2]=1[N:7]1[C:15]2[C:10](=[CH:11][CH:12]=[CH:13][CH:14]=2)[C:9]([C:16]([NH2:34])=[O:17])=[CH:8]1, predict the reactants needed to synthesize it. The reactants are: [C:1]1([CH3:19])[CH:6]=[CH:5][CH:4]=[CH:3][C:2]=1[N:7]1[C:15]2[C:10](=[CH:11][CH:12]=[CH:13][CH:14]=2)[C:9]([C:16](O)=[O:17])=[CH:8]1.[NH2:20][CH2:21][C:22]1[C:23]([OH:30])=[N:24][C:25]([CH3:29])=[CH:26][C:27]=1[CH3:28].Cl.C([N:34]=C=NCCCN(C)C)C.ON1C2C=CC=CC=2N=N1.C(N(CC)CC)C.